This data is from Forward reaction prediction with 1.9M reactions from USPTO patents (1976-2016). The task is: Predict the product of the given reaction. (1) The product is: [CH2:24]([N:12]([C:13]1[C:18]([Cl:19])=[CH:17][C:16]([C:20]([F:23])([F:22])[F:21])=[CH:15][N:14]=1)[S:9]([C:6]1[CH:7]=[CH:8][C:3]([CH2:2][NH:1][C:31](=[O:33])[CH3:32])=[CH:4][CH:5]=1)(=[O:11])=[O:10])[C:25]1[CH:26]=[CH:27][CH:28]=[CH:29][CH:30]=1. Given the reactants [NH2:1][CH2:2][C:3]1[CH:8]=[CH:7][C:6]([S:9]([N:12]([CH2:24][C:25]2[CH:30]=[CH:29][CH:28]=[CH:27][CH:26]=2)[C:13]2[C:18]([Cl:19])=[CH:17][C:16]([C:20]([F:23])([F:22])[F:21])=[CH:15][N:14]=2)(=[O:11])=[O:10])=[CH:5][CH:4]=1.[C:31](Cl)(=[O:33])[CH3:32], predict the reaction product. (2) Given the reactants [CH3:1][C:2]1[S:6][C:5]([NH:7][C:8](=[O:31])[C:9]2[CH:14]=[CH:13][C:12]([O:15][C:16]3[CH:21]=[CH:20][N:19]=[C:18]4[NH:22][N:23]=[C:24]([CH:25]5[CH2:30][CH2:29][CH2:28][NH:27][CH2:26]5)[C:17]=34)=[CH:11][CH:10]=2)=[N:4][CH:3]=1.[CH3:32][N:33]1[CH2:38][CH2:37][CH:36]([C:39](O)=[O:40])[CH2:35][CH2:34]1.C1C=CC2N(O)N=NC=2C=1.CCN=C=NCCCN(C)C.Cl.C([O-])(O)=O.[Na+], predict the reaction product. The product is: [CH3:1][C:2]1[S:6][C:5]([NH:7][C:8](=[O:31])[C:9]2[CH:10]=[CH:11][C:12]([O:15][C:16]3[CH:21]=[CH:20][N:19]=[C:18]4[NH:22][N:23]=[C:24]([CH:25]5[CH2:30][CH2:29][CH2:28][N:27]([C:39]([CH:36]6[CH2:37][CH2:38][N:33]([CH3:32])[CH2:34][CH2:35]6)=[O:40])[CH2:26]5)[C:17]=34)=[CH:13][CH:14]=2)=[N:4][CH:3]=1.